This data is from Peptide-MHC class I binding affinity with 185,985 pairs from IEDB/IMGT. The task is: Regression. Given a peptide amino acid sequence and an MHC pseudo amino acid sequence, predict their binding affinity value. This is MHC class I binding data. The peptide sequence is RLLDLSSWFT. The MHC is HLA-A68:02 with pseudo-sequence HLA-A68:02. The binding affinity (normalized) is 0.139.